From a dataset of Peptide-MHC class I binding affinity with 185,985 pairs from IEDB/IMGT. Regression. Given a peptide amino acid sequence and an MHC pseudo amino acid sequence, predict their binding affinity value. This is MHC class I binding data. (1) The peptide sequence is RLASSLYVY. The MHC is HLA-B44:02 with pseudo-sequence HLA-B44:02. The binding affinity (normalized) is 0.213. (2) The MHC is HLA-B35:01 with pseudo-sequence HLA-B35:01. The binding affinity (normalized) is 0.757. The peptide sequence is VALFSSCPVAY. (3) The peptide sequence is GTEEIKSLY. The MHC is HLA-B08:01 with pseudo-sequence HLA-B08:01. The binding affinity (normalized) is 0.0847. (4) The peptide sequence is IFRSDTLYL. The MHC is HLA-A29:02 with pseudo-sequence HLA-A29:02. The binding affinity (normalized) is 0.115. (5) The peptide sequence is YQNEVTPEY. The binding affinity (normalized) is 0.763. The MHC is HLA-A02:06 with pseudo-sequence HLA-A02:06. (6) The peptide sequence is SSLPSYAAY. The MHC is HLA-A69:01 with pseudo-sequence HLA-A69:01. The binding affinity (normalized) is 0.0847. (7) The peptide sequence is TASGGKVLIT. The MHC is HLA-A02:01 with pseudo-sequence HLA-A02:01. The binding affinity (normalized) is 0.